Binary Classification. Given a miRNA mature sequence and a target amino acid sequence, predict their likelihood of interaction. From a dataset of Experimentally validated miRNA-target interactions with 360,000+ pairs, plus equal number of negative samples. The miRNA is hsa-miR-203a-3p with sequence GUGAAAUGUUUAGGACCACUAG. The protein sequence of the target gene is MSKTNKSKSGSRSSRSRSASRSRSRSFSKSRSRSRSLSRSRKRRLSSRSRSRSYSPAHNRERNHPRVYQNRDFRGHNRGYRRPYYFRGRNRGFYPWGQYNRGGYGNYRSNWQNYRQAYSPRRGRSRSRSPKRRSPSPRSRSHSRNSDKSSSDRSRRSSSSRSSSNHSRVESSKRKSAKEKKSSSKDSRPSQAAGDNQGDEAKEQTFSGGTSQDTKASESSKPWPDATYGTGSASRASAVSELSPRERSPALKSPLQSVVVRRRSPRPSPVPKPSPPLSSTSQMGSTLPSGAGYQSGTHQG.... Result: 1 (interaction).